Task: Regression. Given two drug SMILES strings and cell line genomic features, predict the synergy score measuring deviation from expected non-interaction effect.. Dataset: NCI-60 drug combinations with 297,098 pairs across 59 cell lines Drug 1: C(=O)(N)NO. Drug 2: CN(C(=O)NC(C=O)C(C(C(CO)O)O)O)N=O. Cell line: RPMI-8226. Synergy scores: CSS=7.45, Synergy_ZIP=-5.23, Synergy_Bliss=-5.47, Synergy_Loewe=-8.84, Synergy_HSA=-6.67.